From a dataset of Reaction yield outcomes from USPTO patents with 853,638 reactions. Predict the reaction yield, written as a fraction of the theoretical maximum amount of product (1.0 means a 100% yield; for example, 0.34 means a 34% yield). (1) The catalyst is C1(C)C=CC=CC=1. The yield is 0.996. The reactants are O=C[C@@H]([C@H]([C@@H]([C@@H](CO)O)O)O)O.C1C=[N+]([C@@H]2O[C@H](COP(OP(OC[C@H]3O[C@@H](N4C5N=CN=C(N)C=5N=C4)[C@H](OP(O)(O)=O)[C@@H]3O)(O)=O)(O)=O)[C@@H](O)[C@H]2O)C=C(C(N)=O)C=1.[Cl:61][CH2:62][C:63](=[O:80])[C@@H:64]([NH:72][C:73]([O:75][C:76]([CH3:79])([CH3:78])[CH3:77])=[O:74])[CH2:65][C:66]1[CH:71]=[CH:70][CH:69]=[CH:68][CH:67]=1.[OH-].[Na+]. The product is [Cl:61][CH2:62][C@H:63]([OH:80])[C@@H:64]([NH:72][C:73]([O:75][C:76]([CH3:78])([CH3:77])[CH3:79])=[O:74])[CH2:65][C:66]1[CH:71]=[CH:70][CH:69]=[CH:68][CH:67]=1. (2) The reactants are [CH2:1]([N:8]1[CH2:12][CH:11]([NH:13][CH2:14][C:15]2[CH:20]=[C:19]([C:21]([F:24])([F:23])[F:22])[CH:18]=[C:17]([C:25]([F:28])([F:27])[F:26])[CH:16]=2)[CH2:10][CH:9]1[C:29](O)=[O:30])[C:2]1[CH:7]=[CH:6][CH:5]=[CH:4][CH:3]=1.[CH2:32]([O:34][C:35]([N:37]1[CH2:42][CH2:41][NH:40][CH2:39][CH2:38]1)=[O:36])[CH3:33]. No catalyst specified. The product is [CH2:32]([O:34][C:35]([N:37]1[CH2:38][CH2:39][N:40]([C:29]([C@@H:9]2[CH2:10][C@H:11]([NH:13][CH2:14][C:15]3[CH:20]=[C:19]([C:21]([F:23])([F:24])[F:22])[CH:18]=[C:17]([C:25]([F:28])([F:27])[F:26])[CH:16]=3)[CH2:12][N:8]2[CH2:1][C:2]2[CH:3]=[CH:4][CH:5]=[CH:6][CH:7]=2)=[O:30])[CH2:41][CH2:42]1)=[O:36])[CH3:33]. The yield is 0.0750.